This data is from Ames mutagenicity test results for genotoxicity prediction. The task is: Regression/Classification. Given a drug SMILES string, predict its toxicity properties. Task type varies by dataset: regression for continuous values (e.g., LD50, hERG inhibition percentage) or binary classification for toxic/non-toxic outcomes (e.g., AMES mutagenicity, cardiotoxicity, hepatotoxicity). Dataset: ames. (1) The compound is CC=[N+]([O-])O. The result is 0 (non-mutagenic). (2) The compound is C[C@H]1CN(N=O)C[C@@H](C)N1N=O. The result is 1 (mutagenic). (3) The molecule is CN(CCCC(=O)c1cccnc1)N=O. The result is 1 (mutagenic). (4) The compound is C=C1C[C@@]23CC[C@H]4[C@@](C)(CCC[C@@]4(C)C(=O)O)[C@@H]2CC[C@]1(O[C@@H]1O[C@H](CO)[C@@H](O)[C@H](O)[C@H]1O[C@@H]1O[C@H](CO)[C@@H](O)[C@H](O)[C@H]1O)C3. The result is 0 (non-mutagenic).